This data is from Reaction yield outcomes from USPTO patents with 853,638 reactions. The task is: Predict the reaction yield, written as a fraction of the theoretical maximum amount of product (1.0 means a 100% yield; for example, 0.34 means a 34% yield). (1) The reactants are [NH2:1][C:2]1[CH:10]=[C:9]([F:11])[C:8]([I:12])=[CH:7][C:3]=1[C:4]([OH:6])=[O:5].Cl[C:14]([O:17]C(Cl)=O)(Cl)Cl. The catalyst is O1CCOCC1. The product is [F:11][C:9]1[CH:10]=[C:2]2[NH:1][C:14](=[O:17])[O:6][C:4](=[O:5])[C:3]2=[CH:7][C:8]=1[I:12]. The yield is 0.900. (2) The reactants are [CH2:1]([N:3]([CH2:18][CH3:19])[C:4]([CH:6]1[CH2:11][CH2:10][CH2:9][N:8]([CH:12]2[CH2:17][CH2:16][NH:15][CH2:14][CH2:13]2)[CH2:7]1)=[O:5])[CH3:2].[Cl:20][C:21]1[CH:22]=[C:23]2[C:28](=[CH:29][CH:30]=1)[N:27]=[C:26]([C:31]1[CH:36]=[CH:35][C:34]([Cl:37])=[CH:33][CH:32]=1)[CH:25]=[C:24]2[C:38](O)=[O:39].O.ON1C2C=CC=CC=2N=N1.C(N(CC)CC)C.Cl.C(N=C=NCCCN(C)C)C.[OH-].[Na+]. The catalyst is ClCCl. The product is [CH2:18]([N:3]([CH2:1][CH3:2])[C:4]([CH:6]1[CH2:11][CH2:10][CH2:9][N:8]([CH:12]2[CH2:13][CH2:14][N:15]([C:38]([C:24]3[C:23]4[C:28](=[CH:29][CH:30]=[C:21]([Cl:20])[CH:22]=4)[N:27]=[C:26]([C:31]4[CH:36]=[CH:35][C:34]([Cl:37])=[CH:33][CH:32]=4)[CH:25]=3)=[O:39])[CH2:16][CH2:17]2)[CH2:7]1)=[O:5])[CH3:19]. The yield is 0.290. (3) The reactants are [Br:1][C:2]1[CH:3]=[C:4]([C:11]2([CH3:14])[CH2:13][CH2:12]2)[C:5]([OH:10])=[C:6]([CH:9]=1)[CH:7]=[O:8].[C:15]([O-])([O-])=O.[K+].[K+].IC. The catalyst is CN(C=O)C. The product is [Br:1][C:2]1[CH:3]=[C:4]([C:11]2([CH3:14])[CH2:12][CH2:13]2)[C:5]([O:10][CH3:15])=[C:6]([CH:9]=1)[CH:7]=[O:8]. The yield is 0.960. (4) The product is [Cl:10][C:7]1[CH:8]=[CH:9][C:2]([NH:1][C:12](=[O:13])[O:14][CH3:15])=[C:3]([C:4]#[N:5])[CH:6]=1. The yield is 0.970. The catalyst is CC(=O)CC. The reactants are [NH2:1][C:2]1[CH:9]=[CH:8][C:7]([Cl:10])=[CH:6][C:3]=1[C:4]#[N:5].Cl[C:12]([O:14][CH3:15])=[O:13].C([O-])(O)=O.[Na+]. (5) The reactants are [CH3:1][O:2][C:3]1[C:4]([S:15]([C:18]2[CH:19]=[CH:20][C:21]([CH2:24][OH:25])=[N:22][CH:23]=2)(=[O:17])=[O:16])=[CH:5][C:6]2[CH2:12][CH2:11][N:10]([CH3:13])[CH2:9][CH2:8][C:7]=2[CH:14]=1.[Cl:26][C:27]1[CH:32]=[CH:31][C:30](O)=[CH:29][CH:28]=1.C1(P(C2C=CC=CC=2)C2C=CC=CC=2)C=CC=CC=1.N(C([O-])=O)=NC([O-])=O. The catalyst is C1COCC1.O. The product is [Cl:26][C:27]1[CH:32]=[CH:31][C:30]([O:25][CH2:24][C:21]2[N:22]=[CH:23][C:18]([S:15]([C:4]3[C:3]([O:2][CH3:1])=[CH:14][C:7]4[CH2:8][CH2:9][N:10]([CH3:13])[CH2:11][CH2:12][C:6]=4[CH:5]=3)(=[O:17])=[O:16])=[CH:19][CH:20]=2)=[CH:29][CH:28]=1. The yield is 0.720. (6) The reactants are C([P:3]([C:6]1[CH:11]=[CH:10][CH:9]=[CH:8][CH:7]=1)(=[O:5])[O-:4])C.C(N([CH2:17][CH3:18])CC)C.[C:19]([OH:23])(=[O:22])[CH:20]=[O:21].[C:24]1(C)C=CC=C[CH:25]=1. No catalyst specified. The product is [CH2:24]([O:22][C:19](=[O:23])[CH:20]([P:3]([O:5][CH2:17][CH3:18])([C:6]1[CH:7]=[CH:8][CH:9]=[CH:10][CH:11]=1)=[O:4])[OH:21])[CH3:25]. The yield is 0.480. (7) The reactants are [Cl:1][C:2]1[CH:7]=[CH:6][C:5]([N+:8]([O-:10])=[O:9])=[C:4](F)[CH:3]=1.[NH2:12][CH:13]1[CH2:18][CH2:17][N:16]([C:19]([O:21][CH2:22][CH3:23])=[O:20])[CH2:15][CH2:14]1. The catalyst is CN(C=O)C.C(Cl)Cl. The product is [CH2:22]([O:21][C:19]([N:16]1[CH2:15][CH2:14][CH:13]([NH:12][C:4]2[CH:3]=[C:2]([Cl:1])[CH:7]=[CH:6][C:5]=2[N+:8]([O-:10])=[O:9])[CH2:18][CH2:17]1)=[O:20])[CH3:23]. The yield is 0.810.